The task is: Predict the reaction yield, written as a fraction of the theoretical maximum amount of product (1.0 means a 100% yield; for example, 0.34 means a 34% yield).. This data is from Reaction yield outcomes from USPTO patents with 853,638 reactions. (1) The catalyst is C(OCC)C. The reactants are [S:1]1[C:5]2[CH2:6][CH2:7][CH2:8][CH2:9][C:4]=2[C:3]([C:10](O)=[O:11])=[CH:2]1.[H-].[Al+3].[Li+].[H-].[H-].[H-]. The product is [S:1]1[C:5]2[CH2:6][CH2:7][CH2:8][CH2:9][C:4]=2[C:3]([CH2:10][OH:11])=[CH:2]1. The yield is 0.860. (2) The reactants are [F:1][C:2]1[CH:7]=[CH:6][C:5]([C:8]2[C:9]3[CH:21]=[CH:20][C:19](=[O:22])[N:18]([C:23]4[CH:28]=[CH:27][CH:26]=[CH:25][C:24]=4[CH3:29])[C:10]=3[N:11]=[C:12](S(C)(=O)=O)[N:13]=2)=[C:4]([CH3:30])[CH:3]=1.[CH2:31]([NH2:33])[CH3:32]. No catalyst specified. The product is [CH2:31]([NH:33][C:12]1[N:13]=[C:8]([C:5]2[CH:6]=[CH:7][C:2]([F:1])=[CH:3][C:4]=2[CH3:30])[C:9]2[CH:21]=[CH:20][C:19](=[O:22])[N:18]([C:23]3[CH:28]=[CH:27][CH:26]=[CH:25][C:24]=3[CH3:29])[C:10]=2[N:11]=1)[CH3:32]. The yield is 0.820.